Dataset: Catalyst prediction with 721,799 reactions and 888 catalyst types from USPTO. Task: Predict which catalyst facilitates the given reaction. (1) Reactant: [F:1][C:2]([F:16])([F:15])[C:3]1[CH:4]=[C:5]([N:9]2[CH2:13][CH2:12][NH:11][C:10]2=[O:14])[CH:6]=[CH:7][CH:8]=1.[CH2:17]([O:19][C:20](=[O:28])[C:21]1[CH:26]=[CH:25][N:24]=[CH:23][C:22]=1Br)[CH3:18].CN[C@@H]1CCCC[C@H]1NC.P([O-])([O-])([O-])=O.[K+].[K+].[K+]. Product: [CH2:17]([O:19][C:20](=[O:28])[C:21]1[CH:22]=[CH:23][N:24]=[CH:25][C:26]=1[N:11]1[CH2:12][CH2:13][N:9]([C:5]2[CH:6]=[CH:7][CH:8]=[C:3]([C:2]([F:1])([F:15])[F:16])[CH:4]=2)[C:10]1=[O:14])[CH3:18]. The catalyst class is: 246. (2) Reactant: [H-].[Na+].[CH2:3]([O:5][CH2:6][C:7]1[N:8]([CH2:20][C:21]2([OH:26])[CH2:25][CH2:24][CH2:23][CH2:22]2)[C:9]2[C:18]3[CH:17]=[CH:16][CH:15]=[CH:14][C:13]=3[N:12]=[CH:11][C:10]=2[N:19]=1)[CH3:4].[CH:27]([S:29]([CH3:32])(=[O:31])=[O:30])=[CH2:28].O. Product: [CH2:3]([O:5][CH2:6][C:7]1[N:8]([CH2:20][C:21]2([O:26][CH2:28][CH2:27][S:29]([CH3:32])(=[O:31])=[O:30])[CH2:25][CH2:24][CH2:23][CH2:22]2)[C:9]2[C:18]3[CH:17]=[CH:16][CH:15]=[CH:14][C:13]=3[N:12]=[CH:11][C:10]=2[N:19]=1)[CH3:4]. The catalyst class is: 7. (3) Reactant: [CH2:1]1C2C(=CC=CC=2)[CH2:3][CH:2]1[N:10]1[C:14]([C:15]2[CH:20]=[CH:19][CH:18]=[CH:17][CH:16]=2)=[C:13]([C:21]([N:23]2[CH2:28][CH2:27][N:26](C(OC(C)(C)C)=O)[CH2:25][C@H:24]2[CH:36]=[O:37])=[O:22])[N:12]=[CH:11]1.[C:38]1([Mg]Br)[CH:43]=[CH:42][CH:41]=[CH:40][CH:39]=1.[Cl-].[NH4+]. Product: [CH2:3]1[C:43]2[C:38](=[CH:39][CH:40]=[CH:41][CH:42]=2)[CH2:1][CH:2]1[N:10]1[C:14]([C:15]2[CH:20]=[CH:19][CH:18]=[CH:17][CH:16]=2)=[C:13]([C:21]([N:23]2[CH2:28][CH2:27][NH:26][CH2:25][C@H:24]2[C@H:36]([C:15]2[CH:20]=[CH:19][CH:18]=[CH:17][CH:16]=2)[OH:37])=[O:22])[N:12]=[CH:11]1. The catalyst class is: 1. (4) Reactant: [CH3:1]CN(CC)CC.[CH3:8][C:9]([O:11][C:12]([CH3:14])=[O:13])=O.OC1C=[CH:20][C:19]([NH:22][C:23]([C:25]2[CH:30]=[CH:29][C:28]([N:31]3[CH2:36][CH2:35][N:34]([C:37]([O:39][C:40]([CH3:43])([CH3:42])[CH3:41])=[O:38])[CH2:33][CH2:32]3)=[CH:27][CH:26]=2)=O)=[CH:18][CH:17]=1. Product: [C:12]([O:11][C:9]1[CH:17]=[CH:18][C:19]([NH:22][C:23]([C:25]2[CH:30]=[CH:29][C:28]([N:31]3[CH2:32][CH2:33][N:34]([C:37]([O:39][C:40]([CH3:41])([CH3:43])[CH3:42])=[O:38])[CH2:35][CH2:36]3)=[CH:27][CH:26]=2)=[CH2:1])=[CH:20][CH:8]=1)(=[O:13])[CH3:14]. The catalyst class is: 2. (5) The catalyst class is: 2. Reactant: C1(C(=O)C[CH:8]([CH2:12][S:13]([CH2:16][C:17]2[CH:22]=[CH:21][CH:20]=[CH:19][CH:18]=2)(=[O:15])=[O:14])[C:9]([OH:11])=O)CCCC1.Cl.[NH2:25][CH:26]([CH2:36][CH2:37][CH3:38])[CH:27]([C:29]1[O:30][C:31]([CH2:34][CH3:35])=[N:32][N:33]=1)[OH:28].[CH:39]1[CH:40]=CC2N(O)N=[N:45][C:43]=2[CH:44]=1.C(Cl)CCl.CN1CC[O:57][CH2:56]C1.[CH3:60]C(OI1(OC(C)=O)(OC(C)=O)OC(=O)C2C=CC=CC1=2)=O.[O-]S([O-])(=S)=O.[Na+].[Na+].C([O-])(O)=O.[Na+]. Product: [CH2:34]([C:31]1[O:30][C:29]([C:27]([CH:26]([NH:25][C:56](=[O:57])[C:12]([CH3:60])([S:13]([CH2:16][C:17]2[CH:18]=[CH:19][CH:20]=[CH:21][CH:22]=2)(=[O:14])=[O:15])[CH2:8][C:9](=[O:11])[N:45]2[CH2:40][CH2:39][CH2:44][CH2:43]2)[CH2:36][CH2:37][CH3:38])=[O:28])=[N:33][N:32]=1)[CH3:35]. (6) Reactant: [NH2:1][C:2]1[CH:3]=[C:4]([CH:10]=[CH:11][C:12]=1C1(N)CCCCC1)[C:5]([O:7][CH2:8][CH3:9])=[O:6].[CH:20]([C:22]1[CH:32]=[CH:31][C:25]([O:26][CH2:27][C:28]([OH:30])=[O:29])=[CH:24][CH:23]=1)=O.OOS([O-])=O.[K+]. Product: [CH2:8]([O:7][C:5]([C:4]1[CH:10]=[CH:11][C:12]2[N:1]([CH:2]3[CH2:3][CH2:4][CH2:10][CH2:11][CH2:12]3)[C:20]([C:22]3[CH:32]=[CH:31][C:25]([O:26][CH2:27][C:28]([OH:30])=[O:29])=[CH:24][CH:23]=3)=[N:1][C:2]=2[CH:3]=1)=[O:6])[CH3:9]. The catalyst class is: 18. (7) Reactant: [H-].[Na+].[CH2:3]([OH:5])[CH3:4].F[C:7]1[N:12]=[CH:11][C:10]([C:13]2[O:17][N:16]=[C:15]([C:18]3[CH:26]=[CH:25][C:24]4[NH:23][C:22]5[CH:27]([CH2:30][C:31]([O:33][CH2:34][CH3:35])=[O:32])[CH2:28][CH2:29][C:21]=5[C:20]=4[CH:19]=3)[N:14]=2)=[CH:9][C:8]=1[CH3:36]. Product: [CH2:3]([O:5][C:7]1[N:12]=[CH:11][C:10]([C:13]2[O:17][N:16]=[C:15]([C:18]3[CH:26]=[CH:25][C:24]4[NH:23][C:22]5[CH:27]([CH2:30][C:31]([O:33][CH2:34][CH3:35])=[O:32])[CH2:28][CH2:29][C:21]=5[C:20]=4[CH:19]=3)[N:14]=2)=[CH:9][C:8]=1[CH3:36])[CH3:4]. The catalyst class is: 31.